From a dataset of Forward reaction prediction with 1.9M reactions from USPTO patents (1976-2016). Predict the product of the given reaction. Given the reactants [C:1]([O:5][C:6](=[O:14])[NH:7][C@H:8]([CH2:12][NH2:13])[CH2:9][CH2:10][CH3:11])([CH3:4])([CH3:3])[CH3:2].[NH2:15][C:16]1[C:17]([C:24](O)=[O:25])=[N:18][C:19]([Cl:23])=[C:20]([NH2:22])[N:21]=1.CN1CCOCC1.CN(C(ON1N=NC2C=CC=NC1=2)=[N+](C)C)C.F[P-](F)(F)(F)(F)F, predict the reaction product. The product is: [C:1]([O:5][C:6](=[O:14])[NH:7][C@H:8]([CH2:12][NH:13][C:24]([C:17]1[C:16]([NH2:15])=[N:21][C:20]([NH2:22])=[C:19]([Cl:23])[N:18]=1)=[O:25])[CH2:9][CH2:10][CH3:11])([CH3:2])([CH3:3])[CH3:4].